This data is from Catalyst prediction with 721,799 reactions and 888 catalyst types from USPTO. The task is: Predict which catalyst facilitates the given reaction. (1) Reactant: [O:1]=[C:2]1[C:7]([CH2:8][C:9]2[CH:14]=[CH:13][C:12]([C:15]3[C:16]([C:21]#[N:22])=[CH:17][CH:18]=[CH:19][CH:20]=3)=[CH:11][CH:10]=2)=[C:6]([CH2:23][CH2:24][CH3:25])[N:5]2[N:26]=[CH:27][N:28]=[C:4]2[NH:3]1.I[CH2:30][C:31]([CH3:34])([CH3:33])[CH3:32].C(=O)([O-])[O-].[Cs+].[Cs+].CN(C)C(=O)C. Product: [CH3:30][C:31]([CH3:34])([CH3:33])[CH2:32][N:3]1[C:2](=[O:1])[C:7]([CH2:8][C:9]2[CH:10]=[CH:11][C:12]([C:15]3[C:16]([C:21]#[N:22])=[CH:17][CH:18]=[CH:19][CH:20]=3)=[CH:13][CH:14]=2)=[C:6]([CH2:23][CH2:24][CH3:25])[N:5]2[N:26]=[CH:27][N:28]=[C:4]12. The catalyst class is: 13. (2) Reactant: Br[CH:2]([C:14]1[CH:19]=[CH:18][CH:17]=[C:16]([F:20])[CH:15]=1)[C:3]([C:5]1[C:13]2[C:8](=[CH:9][CH:10]=[CH:11][CH:12]=2)[NH:7][CH:6]=1)=[O:4].C(N(CC)CC)C.[NH2:28][C:29]1[CH:30]=[C:31]([CH:36]=[C:37]([O:39][CH3:40])[CH:38]=1)[O:32][CH2:33][CH2:34][OH:35]. Product: [F:20][C:16]1[CH:15]=[C:14]([CH:2]([NH:28][C:29]2[CH:38]=[C:37]([O:39][CH3:40])[CH:36]=[C:31]([O:32][CH2:33][CH2:34][OH:35])[CH:30]=2)[C:3]([C:5]2[C:13]3[C:8](=[CH:9][CH:10]=[CH:11][CH:12]=3)[NH:7][CH:6]=2)=[O:4])[CH:19]=[CH:18][CH:17]=1. The catalyst class is: 10. (3) Reactant: [Br:1][C:2]1[CH:3]=[C:4]([CH2:14]Br)[C:5](=[O:13])[N:6]([CH2:8][C:9]([F:12])([F:11])[F:10])[CH:7]=1.[C-:16]#[N:17].[Na+]. The catalyst class is: 5. Product: [Br:1][C:2]1[CH:3]=[C:4]([CH2:14][C:16]#[N:17])[C:5](=[O:13])[N:6]([CH2:8][C:9]([F:12])([F:11])[F:10])[CH:7]=1. (4) Reactant: [Br:1][C:2]1[CH:7]=[CH:6][N:5]=[C:4]2[N:8]([S:11]([C:14]3[CH:19]=[CH:18][CH:17]=[CH:16][CH:15]=3)(=[O:13])=[O:12])[CH:9]=[CH:10][C:3]=12.[Li+].[CH3:21]C([N-]C(C)C)C.CCCCCCC.C1COCC1.C(C1C=CC=CC=1)C.CI. Product: [Br:1][C:2]1[CH:7]=[CH:6][N:5]=[C:4]2[N:8]([S:11]([C:14]3[CH:19]=[CH:18][CH:17]=[CH:16][CH:15]=3)(=[O:13])=[O:12])[C:9]([CH3:21])=[CH:10][C:3]=12. The catalyst class is: 1. (5) Reactant: [C:1]([O:5][C:6](=[O:30])[CH2:7]O[C@H]1CC[C@H](N(C)S(C2C=CC(C(F)(F)F)=CC=2)(=O)=O)CC1)([CH3:4])([CH3:3])[CH3:2].[CH3:31][Si]([N-][Si](C)(C)C)(C)C.[Li+].IC. Product: [C:1]([O:5][C:6](=[O:30])[CH2:7][CH3:31])([CH3:4])([CH3:3])[CH3:2]. The catalyst class is: 1. (6) Reactant: [CH2:1]([O:8][C:9]([NH:11][C@@H:12]([CH3:16])[C:13](O)=[O:14])=[O:10])[C:2]1[CH:7]=[CH:6][CH:5]=[CH:4][CH:3]=1.C(=O)([O-])[O-].[NH4+].[NH4+].F[P-](F)(F)(F)(F)F.[N:30]1(O[P+](N(C)C)(N(C)C)N(C)C)C2C=CC=CC=2N=N1.C(N(CC)C(C)C)(C)C. Product: [NH2:30][C:13](=[O:14])[C@@H:12]([NH:11][C:9](=[O:10])[O:8][CH2:1][C:2]1[CH:7]=[CH:6][CH:5]=[CH:4][CH:3]=1)[CH3:16]. The catalyst class is: 2. (7) Reactant: Cl[C:2]1[N:7]=[C:6]([NH:8][C:9]2[CH:14]=[CH:13][C:12]([O:15][CH3:16])=[CH:11][C:10]=2[NH:17][S:18]([CH3:21])(=[O:20])=[O:19])[C:5]([Cl:22])=[CH:4][N:3]=1.[CH3:23][O:24][C:25]1[CH:26]=[C:27]([CH:29]=[C:30]([O:34][CH3:35])[C:31]=1[O:32][CH3:33])[NH2:28].Cl.O1CCOCC1. Product: [Cl:22][C:5]1[C:6]([NH:8][C:9]2[CH:14]=[CH:13][C:12]([O:15][CH3:16])=[CH:11][C:10]=2[NH:17][S:18]([CH3:21])(=[O:20])=[O:19])=[N:7][C:2]([NH:28][C:27]2[CH:29]=[C:30]([O:34][CH3:35])[C:31]([O:32][CH3:33])=[C:25]([O:24][CH3:23])[CH:26]=2)=[N:3][CH:4]=1. The catalyst class is: 41.